This data is from Catalyst prediction with 721,799 reactions and 888 catalyst types from USPTO. The task is: Predict which catalyst facilitates the given reaction. Reactant: [C:1]([O:5][C:6](=[O:21])[NH:7][CH2:8][CH2:9][O:10][C:11]1[CH:16]=[CH:15][C:14]([CH2:17][C:18](=O)[NH2:19])=[CH:13][CH:12]=1)([CH3:4])([CH3:3])[CH3:2].CO[C:24](OC)([N:26](C)C)[CH3:25].O.[NH2:32]N.[OH-].[Na+]. Product: [C:1]([O:5][C:6](=[O:21])[NH:7][CH2:8][CH2:9][O:10][C:11]1[CH:16]=[CH:15][C:14]([CH2:17][C:18]2[NH:26][C:24]([CH3:25])=[N:32][N:19]=2)=[CH:13][CH:12]=1)([CH3:4])([CH3:3])[CH3:2]. The catalyst class is: 6.